From a dataset of Catalyst prediction with 721,799 reactions and 888 catalyst types from USPTO. Predict which catalyst facilitates the given reaction. (1) Product: [CH2:1]([N:3]1[C:7]2=[N:8][C:9]([CH2:32][CH3:33])=[C:10]([CH2:19][NH:20][C:21]([C:72]3[CH:71]=[CH:76][CH:75]=[C:88]([C:86]([NH:34][CH2:35][C:36]4[CH:37]=[C:38]([C:42]5[CH:47]=[CH:46][CH:45]=[C:44]([CH2:48][CH:49]6[CH2:54][CH2:53][NH:52][CH2:51][CH2:50]6)[CH:43]=5)[CH:39]=[CH:40][CH:41]=4)=[O:92])[CH:73]=3)=[O:22])[C:11]([NH:12][CH:13]3[CH2:18][CH2:17][O:16][CH2:15][CH2:14]3)=[C:6]2[CH:5]=[N:4]1)[CH3:2]. Reactant: [CH2:1]([N:3]1[C:7]2=[N:8][C:9]([CH2:32][CH3:33])=[C:10]([CH2:19][NH:20][C:21](C3C=C(C=CC=3)C(O)=O)=[O:22])[C:11]([NH:12][CH:13]3[CH2:18][CH2:17][O:16][CH2:15][CH2:14]3)=[C:6]2[CH:5]=[N:4]1)[CH3:2].[NH2:34][CH2:35][C:36]1[CH:37]=[C:38]([C:42]2[CH:47]=[CH:46][CH:45]=[C:44]([CH2:48][CH:49]3[CH2:54][CH2:53][N:52](C(OC(C)(C)C)=O)[CH2:51][CH2:50]3)[CH:43]=2)[CH:39]=[CH:40][CH:41]=1.CN(C(ON1N=N[C:72]2[CH:73]=C[CH:75]=[CH:76][C:71]1=2)=[N+](C)C)C.F[P-](F)(F)(F)(F)F.[C:86]([OH:92])([C:88](F)(F)F)=O. The catalyst class is: 2. (2) Reactant: [C:1]([O:5][C:6](=[O:18])[NH:7][CH:8]([C:11]1[CH:16]=[CH:15][C:14]([F:17])=[CH:13][CH:12]=1)[CH2:9]I)([CH3:4])([CH3:3])[CH3:2].[CH3:19][O:20][C:21](=[O:24])[CH2:22][SH:23].C(=O)([O-])[O-].[K+].[K+]. Product: [CH3:19][O:20][C:21](=[O:24])[CH2:22][S:23][CH2:9][CH:8]([NH:7][C:6]([O:5][C:1]([CH3:4])([CH3:3])[CH3:2])=[O:18])[C:11]1[CH:16]=[CH:15][C:14]([F:17])=[CH:13][CH:12]=1. The catalyst class is: 21. (3) Reactant: [N:1]1[CH:6]=[CH:5][C:4]([C:7]2[CH:8]=[C:9]3[C:14](=[CH:15][CH:16]=2)[N:13]=[C:12]([NH2:17])[N:11]=[CH:10]3)=[CH:3][CH:2]=1.Br[C:19]1[CH:24]=[CH:23][C:22]([CH:25]([NH:27][C:28](=[O:33])[CH2:29][CH2:30][O:31][CH3:32])[CH3:26])=[CH:21][CH:20]=1.C([O-])([O-])=O.[Cs+].[Cs+].CC1(C)C2C(=C(P(C3C=CC=CC=3)C3C=CC=CC=3)C=CC=2)OC2C(P(C3C=CC=CC=3)C3C=CC=CC=3)=CC=CC1=2. Product: [CH3:32][O:31][CH2:30][CH2:29][C:28]([NH:27][CH:25]([C:22]1[CH:21]=[CH:20][C:19]([NH:17][C:12]2[N:11]=[CH:10][C:9]3[C:14](=[CH:15][CH:16]=[C:7]([C:4]4[CH:3]=[CH:2][N:1]=[CH:6][CH:5]=4)[CH:8]=3)[N:13]=2)=[CH:24][CH:23]=1)[CH3:26])=[O:33]. The catalyst class is: 160. (4) Reactant: [F:1][C:2]1[CH:20]=[C:19]([N+:21]([O-:23])=[O:22])[CH:18]=[CH:17][C:3]=1[O:4][C:5]1[CH:10]=[CH:9][N:8]=[C:7]2[CH:11]=[C:12]([C:14](Cl)=[O:15])[S:13][C:6]=12.[NH2:24][CH:25]1[CH2:29][CH2:28][N:27]([C:30]([O:32][C:33]([CH3:36])([CH3:35])[CH3:34])=[O:31])[CH2:26]1. Product: [F:1][C:2]1[CH:20]=[C:19]([N+:21]([O-:23])=[O:22])[CH:18]=[CH:17][C:3]=1[O:4][C:5]1[CH:10]=[CH:9][N:8]=[C:7]2[CH:11]=[C:12]([C:14]([NH:24][CH:25]3[CH2:29][CH2:28][N:27]([C:30]([O:32][C:33]([CH3:36])([CH3:35])[CH3:34])=[O:31])[CH2:26]3)=[O:15])[S:13][C:6]=12. The catalyst class is: 2.